Task: Regression. Given a peptide amino acid sequence and an MHC pseudo amino acid sequence, predict their binding affinity value. This is MHC class I binding data.. Dataset: Peptide-MHC class I binding affinity with 185,985 pairs from IEDB/IMGT (1) The peptide sequence is TYPVLEEMF. The MHC is HLA-B08:01 with pseudo-sequence HLA-B08:01. The binding affinity (normalized) is 0. (2) The peptide sequence is RPMTYKAAL. The MHC is HLA-B42:02 with pseudo-sequence YHSEYRNIYAQTDESNLYLSYNYYTWAVDAYTWY. The binding affinity (normalized) is 0.936.